This data is from Forward reaction prediction with 1.9M reactions from USPTO patents (1976-2016). The task is: Predict the product of the given reaction. (1) Given the reactants C(OC([N:8]1[C@H:13]([C:14]2[NH:18][C:17]3[C:19]4[C:24]([CH2:25][CH2:26][C:16]=3[N:15]=2)=[CH:23][C:22]([C:27]2[CH:28]=[C:29]3[C:53](=[CH:54][CH:55]=2)[C:33]2[NH:34][C:35]([C@@H:37]5[CH2:41][CH2:40][CH2:39][N:38]5[C:42](=[O:52])[C@@H:43]([NH:47][C:48]([O:50][CH3:51])=[O:49])[CH:44]([CH3:46])[CH3:45])=[N:36][C:32]=2[CH:31]=[CH:30]3)=[CH:21][CH:20]=4)[C@@H:12]2[CH2:56][C@H:9]1[CH2:10][CH2:11]2)=O)(C)(C)C.Cl.[CH3:58][O:59][C:60]([NH:62][C@@H:63]([CH:67]1[CH2:72][CH2:71][O:70][CH2:69][CH2:68]1)[C:64]([OH:66])=O)=[O:61].CN(C(ON1N=NC2C=CC=NC1=2)=[N+](C)C)C.F[P-](F)(F)(F)(F)F.CCN(C(C)C)C(C)C, predict the reaction product. The product is: [CH3:51][O:50][C:48]([NH:47][C@@H:43]([CH:44]([CH3:46])[CH3:45])[C:42]([N:38]1[CH2:39][CH2:40][CH2:41][C@H:37]1[C:35]1[NH:34][C:33]2[C:53]3[C:29]([CH:30]=[CH:31][C:32]=2[N:36]=1)=[CH:28][C:27]([C:22]1[CH:23]=[C:24]2[C:19](=[CH:20][CH:21]=1)[C:17]1[NH:18][C:14]([C@@H:13]4[C@@H:12]5[CH2:56][C@@H:9]([CH2:10][CH2:11]5)[N:8]4[C:64](=[O:66])[C@@H:63]([NH:62][C:60](=[O:61])[O:59][CH3:58])[CH:67]4[CH2:72][CH2:71][O:70][CH2:69][CH2:68]4)=[N:15][C:16]=1[CH2:26][CH2:25]2)=[CH:55][CH:54]=3)=[O:52])=[O:49]. (2) The product is: [Cl:1][C:2]1[C:11]([Cl:12])=[C:10]2[C:5]([C:6]([OH:21])=[C:7]([C:16]([NH:30][CH2:29][C:28]([O:27][C:23]([CH3:26])([CH3:25])[CH3:24])=[O:31])=[O:17])[C:8](=[O:15])[C:9]2([CH3:13])[CH3:14])=[CH:4][CH:3]=1. Given the reactants [Cl:1][C:2]1[C:11]([Cl:12])=[C:10]2[C:5]([C:6]([OH:21])=[C:7]([C:16](OCC)=[O:17])[C:8](=[O:15])[C:9]2([CH3:14])[CH3:13])=[CH:4][CH:3]=1.Cl.[C:23]([O:27][C:28](=[O:31])[CH2:29][NH2:30])([CH3:26])([CH3:25])[CH3:24].CCN(C(C)C)C(C)C, predict the reaction product. (3) Given the reactants [F:1][C:2]1[C:7]([CH:8]2[CH2:17][CH2:16][C:11]3(OCC[O:12]3)[CH2:10][CH2:9]2)=[N:6][CH:5]=[CH:4][N:3]=1, predict the reaction product. The product is: [F:1][C:2]1[C:7]([CH:8]2[CH2:9][CH2:10][C:11](=[O:12])[CH2:16][CH2:17]2)=[N:6][CH:5]=[CH:4][N:3]=1. (4) Given the reactants [CH:1]([C:4]1[CH:5]=[C:6]([OH:12])[CH:7]=[CH:8][C:9]=1[O:10][CH3:11])([CH3:3])[CH3:2].[OH-].[Na+].[Br:15][C:16]1[CH:21]=[C:20]([N+:22]([O-:24])=[O:23])[CH:19]=[C:18]([Br:25])[C:17]=1I.O, predict the reaction product. The product is: [Br:15][C:16]1[CH:21]=[C:20]([N+:22]([O-:24])=[O:23])[CH:19]=[C:18]([Br:25])[C:17]=1[O:12][C:6]1[CH:7]=[CH:8][C:9]([O:10][CH3:11])=[C:4]([CH:1]([CH3:3])[CH3:2])[CH:5]=1.